Task: Predict the reactants needed to synthesize the given product.. Dataset: Full USPTO retrosynthesis dataset with 1.9M reactions from patents (1976-2016) Given the product [F:23][C:24]1[CH:25]=[C:26]([N+:33]([O-:35])=[O:34])[CH:27]=[C:28]2[C:32]=1[N:31]([CH2:2][C:3]1[CH:8]=[CH:7][C:6]([C:9]3[CH:10]([CH3:22])[CH2:11][N:12]([C:15]([O:17][C:18]([CH3:21])([CH3:20])[CH3:19])=[O:16])[CH2:13][CH:14]=3)=[CH:5][N:4]=1)[CH:30]=[CH:29]2, predict the reactants needed to synthesize it. The reactants are: O[CH2:2][C:3]1[CH:8]=[CH:7][C:6]([C:9]2[CH:10]([CH3:22])[CH2:11][N:12]([C:15]([O:17][C:18]([CH3:21])([CH3:20])[CH3:19])=[O:16])[CH2:13][CH:14]=2)=[CH:5][N:4]=1.[F:23][C:24]1[CH:25]=[C:26]([N+:33]([O-:35])=[O:34])[CH:27]=[C:28]2[C:32]=1[NH:31][CH:30]=[CH:29]2.